This data is from Reaction yield outcomes from USPTO patents with 853,638 reactions. The task is: Predict the reaction yield, written as a fraction of the theoretical maximum amount of product (1.0 means a 100% yield; for example, 0.34 means a 34% yield). (1) The reactants are [CH:1]1([N:4]2[C:9](=[O:10])[C:8]3[C:11](OS(C4C=CC(C)=CC=4)(=O)=O)=[C:12]([CH3:17])[C:13](=[O:16])[N:14]([CH3:15])[C:7]=3[N:6]([C:29]3[CH:34]=[CH:33][C:32]([I:35])=[CH:31][C:30]=3[F:36])[C:5]2=[O:37])[CH2:3][CH2:2]1.[NH2:38][C:39]1[CH:40]=[C:41]([CH:46]=[CH:47][CH:48]=1)[NH:42][C:43](=[O:45])[CH3:44].CN(C)C(=O)C.N1C(C)=CC=CC=1C. The catalyst is CO. The product is [CH:1]1([N:4]2[C:9](=[O:10])[C:8]3[C:11]([NH:38][C:39]4[CH:40]=[C:41]([NH:42][C:43](=[O:45])[CH3:44])[CH:46]=[CH:47][CH:48]=4)=[C:12]([CH3:17])[C:13](=[O:16])[N:14]([CH3:15])[C:7]=3[N:6]([C:29]3[CH:34]=[CH:33][C:32]([I:35])=[CH:31][C:30]=3[F:36])[C:5]2=[O:37])[CH2:2][CH2:3]1. The yield is 0.930. (2) The yield is 0.130. The reactants are [CH:1]([C:4]1[CH:9]=[CH:8][CH:7]=[CH:6][C:5]=1[NH:10][C:11]([NH:13]/[N:14]=[CH:15]/[C:16]1[CH:21]=[CH:20][C:19]([C:22]2[N:26]=[CH:25][N:24]([C:27]3[CH:32]=[CH:31][C:30]([C:33]([F:36])([F:35])[F:34])=[CH:29][CH:28]=3)[N:23]=2)=[CH:18][CH:17]=1)=[S:12])([CH3:3])[CH3:2].C(=O)([O-])[O-].[K+].[K+].Br[CH2:44][CH2:45][CH2:46]Cl. The catalyst is CC(=O)CC.C(Cl)Cl. The product is [CH:1]([C:4]1[CH:9]=[CH:8][CH:7]=[CH:6][C:5]=1/[N:10]=[C:11]1\[S:12][CH2:44][CH2:45][CH2:46][N:13]\1/[N:14]=[CH:15]/[C:16]1[CH:17]=[CH:18][C:19]([C:22]2[N:26]=[CH:25][N:24]([C:27]3[CH:28]=[CH:29][C:30]([C:33]([F:35])([F:36])[F:34])=[CH:31][CH:32]=3)[N:23]=2)=[CH:20][CH:21]=1)([CH3:3])[CH3:2].